This data is from Forward reaction prediction with 1.9M reactions from USPTO patents (1976-2016). The task is: Predict the product of the given reaction. (1) The product is: [Cl:8][C:4]1[CH:5]=[CH:6][CH:7]=[C:2]([Cl:1])[C:3]=1[C:9]1[NH:10][C:11]2[CH:17]=[C:16]([NH:18][C:28]([NH:27][C:22]3[CH:23]=[CH:24][C:25]([CH3:26])=[C:20]([CH3:19])[CH:21]=3)=[O:29])[CH:15]=[CH:14][C:12]=2[N:13]=1. Given the reactants [Cl:1][C:2]1[CH:7]=[CH:6][CH:5]=[C:4]([Cl:8])[C:3]=1[C:9]1[NH:10][C:11]2[CH:17]=[C:16]([NH2:18])[CH:15]=[CH:14][C:12]=2[N:13]=1.[CH3:19][C:20]1[CH:21]=[C:22]([N:27]=[C:28]=[O:29])[CH:23]=[CH:24][C:25]=1[CH3:26].C(OCC)(=O)C, predict the reaction product. (2) Given the reactants [C:1]1([C:6]2[CH:7]=[N:8][N:9]([CH2:11][CH2:12][C@@:13]([CH3:23])([S:19]([CH3:22])(=[O:21])=[O:20])[C:14]([O:16][CH2:17][CH3:18])=[O:15])[CH:10]=2)[CH2:5][CH2:4][CH2:3][CH:2]=1, predict the reaction product. The product is: [CH:1]1([C:6]2[CH:7]=[N:8][N:9]([CH2:11][CH2:12][C@@:13]([CH3:23])([S:19]([CH3:22])(=[O:20])=[O:21])[C:14]([O:16][CH2:17][CH3:18])=[O:15])[CH:10]=2)[CH2:5][CH2:4][CH2:3][CH2:2]1. (3) Given the reactants [F:1][C:2]([F:14])([F:13])[C:3]1[CH:8]=[CH:7][CH:6]=[CH:5][C:4]=1[CH2:9][C:10]([OH:12])=O.[F:15][C:16]1[CH:21]=[CH:20][C:19]([N:22]2[C:30]3[CH2:29][CH2:28][CH2:27][NH:26][C:25]=3[CH:24]=[N:23]2)=[CH:18][CH:17]=1, predict the reaction product. The product is: [F:15][C:16]1[CH:17]=[CH:18][C:19]([N:22]2[C:30]3[CH2:29][CH2:28][CH2:27][N:26]([C:10](=[O:12])[CH2:9][C:4]4[CH:5]=[CH:6][CH:7]=[CH:8][C:3]=4[C:2]([F:1])([F:14])[F:13])[C:25]=3[CH:24]=[N:23]2)=[CH:20][CH:21]=1. (4) Given the reactants [C:1](OC(=O)C)(=[O:3])[CH3:2].[C:8]([O:12][C:13]([N:15]1[C@@H:20]([C@@H:21]([OH:33])[C@@H:22]([NH2:32])[CH2:23][C:24]2[CH:29]=[C:28]([F:30])[CH:27]=[C:26]([F:31])[CH:25]=2)[CH2:19][O:18][C@@H:17]([O:34][CH2:35][C:36]([F:39])([CH3:38])[CH3:37])[CH2:16]1)=[O:14])([CH3:11])([CH3:10])[CH3:9].C(N(CC)CC)C, predict the reaction product. The product is: [C:8]([O:12][C:13]([N:15]1[C@@H:20]([C@@H:21]([OH:33])[C@@H:22]([NH:32][C:1](=[O:3])[CH3:2])[CH2:23][C:24]2[CH:29]=[C:28]([F:30])[CH:27]=[C:26]([F:31])[CH:25]=2)[CH2:19][O:18][C@@H:17]([O:34][CH2:35][C:36]([F:39])([CH3:38])[CH3:37])[CH2:16]1)=[O:14])([CH3:9])([CH3:11])[CH3:10]. (5) Given the reactants I[C:2]1[CH:7]=[CH:6][N:5]=[C:4]([S:8][CH3:9])[N:3]=1.[C:10]([C:12]1[N:16]([CH3:17])[CH:15]=[N:14][C:13]=1[C:18]1[CH:23]=[CH:22][CH:21]=[CH:20][CH:19]=1)#[CH:11], predict the reaction product. The product is: [CH3:17][N:16]1[C:12]([C:10]#[C:11][C:2]2[CH:7]=[CH:6][N:5]=[C:4]([S:8][CH3:9])[N:3]=2)=[C:13]([C:18]2[CH:23]=[CH:22][CH:21]=[CH:20][CH:19]=2)[N:14]=[CH:15]1. (6) Given the reactants [C:1]([O:5][C:6](=[O:23])[NH:7][C:8]1[CH:13]=[CH:12][C:11]([C:14]#[C:15][C:16]2[CH:21]=[CH:20][CH:19]=[CH:18][CH:17]=2)=[CH:10][C:9]=1[NH2:22])([CH3:4])([CH3:3])[CH3:2].[N:24]1([C:29]2[CH:30]=[C:31]([C:35]3[O:40]C(C)(C)[O:38][C:37](=O)[CH:36]=3)[CH:32]=[CH:33][CH:34]=2)[CH:28]=[CH:27][N:26]=[CH:25]1, predict the reaction product. The product is: [C:1]([O:5][C:6](=[O:23])[NH:7][C:8]1[CH:13]=[CH:12][C:11]([C:14]#[C:15][C:16]2[CH:17]=[CH:18][CH:19]=[CH:20][CH:21]=2)=[CH:10][C:9]=1[NH:22][C:37](=[O:38])[CH2:36][C:35]([C:31]1[CH:32]=[CH:33][CH:34]=[C:29]([N:24]2[CH:28]=[CH:27][N:26]=[CH:25]2)[CH:30]=1)=[O:40])([CH3:4])([CH3:2])[CH3:3].